From a dataset of NCI-60 drug combinations with 297,098 pairs across 59 cell lines. Regression. Given two drug SMILES strings and cell line genomic features, predict the synergy score measuring deviation from expected non-interaction effect. Drug 1: COC1=NC(=NC2=C1N=CN2C3C(C(C(O3)CO)O)O)N. Drug 2: CC1CCC2CC(C(=CC=CC=CC(CC(C(=O)C(C(C(=CC(C(=O)CC(OC(=O)C3CCCCN3C(=O)C(=O)C1(O2)O)C(C)CC4CCC(C(C4)OC)OCCO)C)C)O)OC)C)C)C)OC. Cell line: CCRF-CEM. Synergy scores: CSS=45.8, Synergy_ZIP=1.61, Synergy_Bliss=3.76, Synergy_Loewe=-4.20, Synergy_HSA=0.871.